From a dataset of NCI-60 drug combinations with 297,098 pairs across 59 cell lines. Regression. Given two drug SMILES strings and cell line genomic features, predict the synergy score measuring deviation from expected non-interaction effect. Drug 1: CCN(CC)CCNC(=O)C1=C(NC(=C1C)C=C2C3=C(C=CC(=C3)F)NC2=O)C. Drug 2: B(C(CC(C)C)NC(=O)C(CC1=CC=CC=C1)NC(=O)C2=NC=CN=C2)(O)O. Cell line: SNB-75. Synergy scores: CSS=18.7, Synergy_ZIP=-0.696, Synergy_Bliss=-1.35, Synergy_Loewe=-37.0, Synergy_HSA=-0.337.